This data is from Catalyst prediction with 721,799 reactions and 888 catalyst types from USPTO. The task is: Predict which catalyst facilitates the given reaction. (1) Reactant: [CH2:1]([C@H:8]1[CH2:13][N:12]([C:14]2[CH:19]=[CH:18][C:17]([O:20][CH3:21])=[C:16]([O:22][CH:23]3[CH2:27][CH2:26][CH2:25][CH2:24]3)[CH:15]=2)[CH2:11][CH2:10][N:9]1[C:28](=O)[CH2:29][CH2:30][C:31](OCC)=[O:32])[C:2]1[CH:7]=[CH:6][CH:5]=[CH:4][CH:3]=1.[H-].[Al+3].[Li+].[H-].[H-].[H-]. Product: [CH2:1]([C@H:8]1[CH2:13][N:12]([C:14]2[CH:19]=[CH:18][C:17]([O:20][CH3:21])=[C:16]([O:22][CH:23]3[CH2:24][CH2:25][CH2:26][CH2:27]3)[CH:15]=2)[CH2:11][CH2:10][N:9]1[CH2:28][CH2:29][CH2:30][CH2:31][OH:32])[C:2]1[CH:3]=[CH:4][CH:5]=[CH:6][CH:7]=1. The catalyst class is: 1. (2) Reactant: C([O:3][C:4]([C:6]1[C:7]([C:12]2[CH:17]=[CH:16][C:15]([CH3:18])=[CH:14][C:13]=2[Cl:19])=[CH:8][CH:9]=[CH:10][CH:11]=1)=[O:5])C.[OH-].[Na+]. Product: [Cl:19][C:13]1[CH:14]=[C:15]([CH3:18])[CH:16]=[CH:17][C:12]=1[C:7]1[C:6]([C:4]([OH:5])=[O:3])=[CH:11][CH:10]=[CH:9][CH:8]=1. The catalyst class is: 8. (3) Reactant: [CH3:1][N:2]1[CH2:7][CH2:6][NH:5][CH2:4][CH2:3]1.C(N(CC)CC)C.Cl.[F:16][C:17]([F:51])([F:50])[C:18]1[CH:23]=[C:22]([C:24]2[CH:29]=[CH:28][C:27]([C:30]([F:33])([F:32])[F:31])=[CH:26][CH:25]=2)[N:21]=[C:20]([C:34]2[CH:39]=[CH:38][N:37]=[C:36]([C:40]3[CH:41]=[C:42]([S:46](Cl)(=[O:48])=[O:47])[CH:43]=[CH:44][CH:45]=3)[CH:35]=2)[N:19]=1. The catalyst class is: 1. Product: [CH3:1][N:2]1[CH2:7][CH2:6][N:5]([S:46]([C:42]2[CH:41]=[C:40]([C:36]3[CH:35]=[C:34]([C:20]4[N:19]=[C:18]([C:17]([F:16])([F:50])[F:51])[CH:23]=[C:22]([C:24]5[CH:29]=[CH:28][C:27]([C:30]([F:33])([F:31])[F:32])=[CH:26][CH:25]=5)[N:21]=4)[CH:39]=[CH:38][N:37]=3)[CH:45]=[CH:44][CH:43]=2)(=[O:47])=[O:48])[CH2:4][CH2:3]1.